Dataset: Catalyst prediction with 721,799 reactions and 888 catalyst types from USPTO. Task: Predict which catalyst facilitates the given reaction. (1) Reactant: C([O:4][C@H:5]1[C@@H:21]([O:22]C(=O)C)[C@H:20]([O:26]C(=O)C)[C@@H:19]([CH2:30][O:31]C(=O)C)[O:18][C@@H:6]1[O:7][CH2:8][CH2:9][CH2:10][CH2:11][CH2:12][C:13]([O:15][CH2:16]C)=[O:14])(=O)C.C[O-].[Na+]. Product: [O:7]([CH2:8][CH2:9][CH2:10][CH2:11][CH2:12][C:13]([O:15][CH3:16])=[O:14])[C@H:6]1[O:18][C@H:19]([CH2:30][OH:31])[C@@H:20]([OH:26])[C@H:21]([OH:22])[C@@H:5]1[OH:4]. The catalyst class is: 5. (2) Reactant: C(N(CC)CC)C.[CH3:8][N:9]=[C:10]=[O:11].[ClH:12].[N:13]12[CH2:20][CH2:19][CH:16]([CH2:17][CH2:18]1)[C@@H:15]([NH:21][C:22]([C:24]1[S:25][C:26]3[C:32]([C:33]4[CH:38]=[CH:37][CH:36]=[CH:35][C:34]=4[CH2:39][OH:40])=[CH:31][CH:30]=[CH:29][C:27]=3[CH:28]=1)=[O:23])[CH2:14]2.C1COCC1. Product: [ClH:12].[CH3:8][NH:9][C:10](=[O:11])[O:40][CH2:39][C:34]1[CH:35]=[CH:36][CH:37]=[CH:38][C:33]=1[C:32]1[C:26]2[S:25][C:24]([C:22]([NH:21][C@@H:15]3[CH:16]4[CH2:17][CH2:18][N:13]([CH2:20][CH2:19]4)[CH2:14]3)=[O:23])=[CH:28][C:27]=2[CH:29]=[CH:30][CH:31]=1. The catalyst class is: 3.